This data is from Forward reaction prediction with 1.9M reactions from USPTO patents (1976-2016). The task is: Predict the product of the given reaction. (1) Given the reactants C(O)(=O)C.[NH2:5][C:6]1[CH:11]=[C:10]([C:12]([F:15])([F:14])[F:13])[CH:9]=[CH:8][C:7]=1[SH:16].[OH:17][C:18]1[CH:19]=[C:20]([CH:23]=[C:24]([OH:26])[CH:25]=1)[CH:21]=O.C([O-])(=O)C.[Na+], predict the reaction product. The product is: [F:15][C:12]([F:13])([F:14])[C:10]1[CH:9]=[CH:8][C:7]2[S:16][C:21]([C:20]3[CH:23]=[C:24]([OH:26])[CH:25]=[C:18]([OH:17])[CH:19]=3)=[N:5][C:6]=2[CH:11]=1. (2) Given the reactants [NH:1]([C:21]([O:23][C:24]([CH3:27])([CH3:26])[CH3:25])=[O:22])[C@@H:2]([C:18]([OH:20])=O)[CH2:3][C:4]1[CH:9]=[CH:8][C:7]([NH:10][C:11]([O:13][C:14]([CH3:17])([CH3:16])[CH3:15])=[O:12])=[CH:6][CH:5]=1.[CH:28]1[CH:29]=[CH:30][C:31]2[N:36](O)[N:35]=[N:34][C:32]=2[CH:33]=1.CN(C([O:45]N1N=NC2C=CC=CC1=2)=[N+](C)C)C.F[P-](F)(F)(F)(F)F.CCN(C(C)C)C(C)C, predict the reaction product. The product is: [C:24]([O:23][C:21]([NH:1][C@H:2]([CH2:3][C:4]1[CH:9]=[CH:8][C:7]([NH:10][C:11]([O:13][C:14]([CH3:16])([CH3:15])[CH3:17])=[O:12])=[CH:6][CH:5]=1)[C:18]([NH:35][NH:34][C:32](=[O:45])[CH2:33][CH2:28][CH2:29][CH2:30][CH2:31][NH2:36])=[O:20])=[O:22])([CH3:26])([CH3:25])[CH3:27]. (3) Given the reactants [CH3:1][O:2][C:3]1[N:8]=[CH:7][C:6]([NH:9][C:10]2[C:19]([C:20]3[N:28]=[C:27]([CH3:29])[N:26]=[C:25]4[C:21]=3[N:22]=[CH:23][N:24]4C3CCCCO3)=[CH:18][C:17]3[C:12](=[CH:13][CH:14]=[CH:15][CH:16]=3)[N:11]=2)=[CH:5][CH:4]=1, predict the reaction product. The product is: [CH3:1][O:2][C:3]1[N:8]=[CH:7][C:6]([NH:9][C:10]2[C:19]([C:20]3[N:28]=[C:27]([CH3:29])[N:26]=[C:25]4[C:21]=3[N:22]=[CH:23][NH:24]4)=[CH:18][C:17]3[C:12](=[CH:13][CH:14]=[CH:15][CH:16]=3)[N:11]=2)=[CH:5][CH:4]=1. (4) Given the reactants [CH3:1][O:2][C:3]1[CH:10]=[C:9](B2OC(C)(C)C(C)(C)O2)[CH:8]=[CH:7][C:4]=1[C:5]#[N:6].Br[C:21]1[CH:28]=[N:27][CH:26]=[CH:25][C:22]=1[CH:23]=[O:24].C(=O)([O-])[O-].[Na+].[Na+], predict the reaction product. The product is: [CH:23]([C:22]1[CH:21]=[CH:28][N:27]=[CH:26][C:25]=1[C:9]1[CH:8]=[CH:7][C:4]([C:5]#[N:6])=[C:3]([O:2][CH3:1])[CH:10]=1)=[O:24]. (5) Given the reactants C(Cl)(=O)C(Cl)=O.CS(C)=O.[CH3:11][O:12][C:13]1[N:14]=[N:15][C:16]([CH2:21][OH:22])=[CH:17][C:18]=1[O:19][CH3:20].C(N(CC)CC)C, predict the reaction product. The product is: [CH3:20][O:19][C:18]1[CH:17]=[C:16]([CH:21]=[O:22])[N:15]=[N:14][C:13]=1[O:12][CH3:11]. (6) Given the reactants Cl[C:2]1[N:7]=[C:6]([C:8]([O:10][C:11]([CH3:14])([CH3:13])[CH3:12])=[O:9])[CH:5]=[N:4][CH:3]=1.[OH:15][C:16]1[CH:17]=[N:18][CH:19]=[CH:20][CH:21]=1.C(=O)([O-])[O-].[Cs+].[Cs+].O, predict the reaction product. The product is: [N:18]1[CH:19]=[CH:20][CH:21]=[C:16]([O:15][C:2]2[N:7]=[C:6]([C:8]([O:10][C:11]([CH3:14])([CH3:13])[CH3:12])=[O:9])[CH:5]=[N:4][CH:3]=2)[CH:17]=1.